This data is from Full USPTO retrosynthesis dataset with 1.9M reactions from patents (1976-2016). The task is: Predict the reactants needed to synthesize the given product. (1) Given the product [C:39]([N:18]1[C:5]2[C:6](=[CH:7][C:8]3[C:9]([CH3:12])([CH3:13])[CH2:10][CH2:11][C:2]([CH3:32])([CH3:1])[C:3]=3[CH:4]=2)[C:14]([C:23]2[CH:24]=[CH:25][C:26]([C:27]([OH:29])=[O:28])=[CH:30][CH:31]=2)=[N:15][C:16]2[CH:22]=[CH:21][CH:20]=[CH:19][C:17]1=2)(=[O:41])[CH3:40], predict the reactants needed to synthesize it. The reactants are: [CH3:1][C:2]1([CH3:32])[CH2:11][CH2:10][C:9]([CH3:13])([CH3:12])[C:8]2[CH:7]=[C:6]3[C:14]([C:23]4[CH:31]=[CH:30][C:26]([C:27]([OH:29])=[O:28])=[CH:25][CH:24]=4)=[N:15][C:16]4[CH:22]=[CH:21][CH:20]=[CH:19][C:17]=4[NH:18][C:5]3=[CH:4][C:3]1=2.N1C=CC=CC=1.[C:39](Cl)(=[O:41])[CH3:40].Cl. (2) Given the product [Cl:1][C:2]1[CH:7]=[CH:6][C:5]([N+:8]([O-:10])=[O:9])=[CH:4][C:3]=1[CH:11]1[O:19][C:14](=[O:16])[CH2:13][CH2:12]1, predict the reactants needed to synthesize it. The reactants are: [Cl:1][C:2]1[CH:7]=[CH:6][C:5]([N+:8]([O-:10])=[O:9])=[CH:4][C:3]=1[CH:11]([O:19][Si](C)(C)C)[CH2:12][CH2:13][C:14]([O:16]CC)=O.O.FC(F)(F)C(O)=O.